Task: Predict which catalyst facilitates the given reaction.. Dataset: Catalyst prediction with 721,799 reactions and 888 catalyst types from USPTO Reactant: [OH:1][C:2]1[CH:6]=[C:5]([CH3:7])[S:4][C:3]=1[C:8]([O:10][CH3:11])=[O:9].N1C=CC=CC=1.[O:18](S(C(F)(F)F)(=O)=O)[S:19]([C:22]([F:25])([F:24])[F:23])(=O)=[O:20]. Product: [CH3:7][C:5]1[S:4][C:3]([C:8]([O:10][CH3:11])=[O:9])=[C:2]([O:1][S:19]([C:22]([F:25])([F:24])[F:23])(=[O:20])=[O:18])[CH:6]=1. The catalyst class is: 4.